Task: Predict the reaction yield, written as a fraction of the theoretical maximum amount of product (1.0 means a 100% yield; for example, 0.34 means a 34% yield).. Dataset: Reaction yield outcomes from USPTO patents with 853,638 reactions The reactants are [Br:1][C:2]1[C:3]([N:19]2[CH2:24][CH2:23][CH2:22][C@@H:21]([NH:25]C(=O)OC(C)(C)C)[CH2:20]2)=[C:4]2[C:10]([NH:11][C:12]([CH:14]3[CH2:18][CH2:17][CH2:16][CH2:15]3)=[O:13])=[CH:9][NH:8][C:5]2=[N:6][CH:7]=1.[ClH:33]. The catalyst is C(O)(C(F)(F)F)=O.C(Cl)Cl.CCOCC. The product is [ClH:33].[NH2:25][C@@H:21]1[CH2:22][CH2:23][CH2:24][N:19]([C:3]2[C:2]([Br:1])=[CH:7][N:6]=[C:5]3[NH:8][CH:9]=[C:10]([NH:11][C:12]([CH:14]4[CH2:15][CH2:16][CH2:17][CH2:18]4)=[O:13])[C:4]=23)[CH2:20]1. The yield is 0.620.